Dataset: Ames mutagenicity test results for genotoxicity prediction. Task: Regression/Classification. Given a drug SMILES string, predict its toxicity properties. Task type varies by dataset: regression for continuous values (e.g., LD50, hERG inhibition percentage) or binary classification for toxic/non-toxic outcomes (e.g., AMES mutagenicity, cardiotoxicity, hepatotoxicity). Dataset: ames. (1) The compound is COc1cc2c(c(OC)c1CO)C(=O)c1ccccc1C2=O. The result is 0 (non-mutagenic). (2) The drug is NC(=O)N(CCO)N=O. The result is 1 (mutagenic). (3) The compound is O=[N+]([O-])c1ccc2nscc2c1. The result is 1 (mutagenic). (4) The compound is COCC(=O)O. The result is 0 (non-mutagenic). (5) The molecule is C1=Cc2c(ccc3c2ccc2ccccc23)C1. The result is 1 (mutagenic). (6) The drug is C#CCBr. The result is 1 (mutagenic). (7) The molecule is CCN(CCCl)c1ccc(-c2nc3cc(-c4nc5cc(N6CCN(C)CC6)ccc5[nH]4)ccc3[nH]2)cc1. The result is 0 (non-mutagenic). (8) The drug is c1ccc2c(c1)ccc1c2ccc2c3ccccc3ccc21. The result is 1 (mutagenic). (9) The drug is CC(=O)Nc1ccc(Oc2ccc(NO)cc2)cc1. The result is 1 (mutagenic).